From a dataset of Reaction yield outcomes from USPTO patents with 853,638 reactions. Predict the reaction yield, written as a fraction of the theoretical maximum amount of product (1.0 means a 100% yield; for example, 0.34 means a 34% yield). (1) The reactants are [Cl:1][C:2]1[CH:7]=[N:6][NH:5][C:4](=[O:8])[C:3]=1[Cl:9].C([O-])([O-])=O.[K+].[K+].[CH2:16](Br)[C:17]1[CH:22]=[CH:21][CH:20]=[CH:19][CH:18]=1.N1NC(=O)C=CC=1. The catalyst is CN(C=O)C. The product is [CH2:16]([N:5]1[C:4](=[O:8])[C:3]([Cl:9])=[C:2]([Cl:1])[CH:7]=[N:6]1)[C:17]1[CH:22]=[CH:21][CH:20]=[CH:19][CH:18]=1. The yield is 0.950. (2) The reactants are [NH2:1][C:2]1[N:3]=[CH:4][C:5]([C:8]2[CH:13]=[CH:12][C:11]([C:14]3[C:15]([S:20]([CH:23]4[CH2:27][CH2:26][N:25](C(OC(C)(C)C)=O)[CH2:24]4)(=[O:22])=[O:21])=[N:16][CH:17]=[CH:18][CH:19]=3)=[CH:10][C:9]=2[F:35])=[N:6][CH:7]=1.[ClH:36].CCO. The catalyst is C(Cl)Cl. The product is [ClH:36].[F:35][C:9]1[CH:10]=[C:11]([C:14]2[C:15]([S:20]([CH:23]3[CH2:27][CH2:26][NH:25][CH2:24]3)(=[O:22])=[O:21])=[N:16][CH:17]=[CH:18][CH:19]=2)[CH:12]=[CH:13][C:8]=1[C:5]1[N:6]=[CH:7][C:2]([NH2:1])=[N:3][CH:4]=1. The yield is 0.520. (3) The reactants are C[O:2][C:3]([C:5]1[C:14]2[C:9](=[CH:10][CH:11]=[C:12]([O:15][CH3:16])[CH:13]=2)[N:8]=[CH:7][C:6]=1[OH:17])=O.[H-].[Al+3].[Li+].[H-].[H-].[H-]. The catalyst is O1CCCC1. The product is [OH:2][CH2:3][C:5]1[C:14]2[C:9](=[CH:10][CH:11]=[C:12]([O:15][CH3:16])[CH:13]=2)[N:8]=[CH:7][C:6]=1[OH:17]. The yield is 0.900. (4) The yield is 0.930. The catalyst is CO.[Pd]. The reactants are [C:1]([N:5]1[CH:9]=[C:8]([N+:10]([O-])=O)[CH:7]=[N:6]1)([CH3:4])([CH3:3])[CH3:2].[H][H]. The product is [C:1]([N:5]1[CH:9]=[C:8]([NH2:10])[CH:7]=[N:6]1)([CH3:4])([CH3:3])[CH3:2]. (5) The reactants are FC(F)(F)S(O[C:7]1[C@:23]2([CH3:24])[C@H:10]([C@H:11]3[C@H:20]([CH2:21][CH2:22]2)[C@:19]2([CH3:25])[C:14](=[CH:15][C:16](=[O:26])[CH2:17][CH2:18]2)[N:13]([CH3:27])[CH2:12]3)[CH2:9][CH:8]=1)(=O)=O.C(=O)([O-])[O-].[Na+].[Na+]. The catalyst is O1CCCC1.O.[Pd](Cl)Cl.C1(P(C2C=CC=CC=2)C2C=CC=CC=2)C=CC=CC=1.C1(P(C2C=CC=CC=2)C2C=CC=CC=2)C=CC=CC=1. The product is [CH3:27][N:13]1[CH2:12][C@@H:11]2[C@H:20]([CH2:21][CH2:22][C@:23]3([CH3:24])[C:7]([C:11]4[CH:12]=[N:13][CH:14]=[CH:19][CH:20]=4)=[CH:8][CH2:9][C@H:10]32)[C@:19]2([CH3:25])[C:14]1=[CH:15][C:16](=[O:26])[CH2:17][CH2:18]2. The yield is 0.810.